Dataset: Forward reaction prediction with 1.9M reactions from USPTO patents (1976-2016). Task: Predict the product of the given reaction. Given the reactants [O:1]1[CH2:6][CH2:5][CH:4]([C:7]([OH:9])=[O:8])[CH2:3][CH2:2]1.S(Cl)(Cl)=O.[CH3:14]O, predict the reaction product. The product is: [O:1]1[CH2:6][CH2:5][CH:4]([C:7]([O:9][CH3:14])=[O:8])[CH2:3][CH2:2]1.